Dataset: Forward reaction prediction with 1.9M reactions from USPTO patents (1976-2016). Task: Predict the product of the given reaction. (1) Given the reactants [Br:1][C:2]1[C:10]2[C:5](=[CH:6][CH:7]=[C:8]([NH:11][C:12](=[O:17])[CH2:13][C:14](=O)[CH3:15])[CH:9]=2)[NH:4][N:3]=1.[F:18][C:19]1[CH:26]=[CH:25][C:22]([CH:23]=O)=[CH:21][CH:20]=1.[NH2:27][C:28]([NH2:30])=[O:29].[O-]S(C(F)(F)F)(=O)=O.[Yb+3].[O-]S(C(F)(F)F)(=O)=O.[O-]S(C(F)(F)F)(=O)=O, predict the reaction product. The product is: [Br:1][C:2]1[C:10]2[C:5](=[CH:6][CH:7]=[C:8]([NH:11][C:12]([C:13]3[CH:23]([C:22]4[CH:25]=[CH:26][C:19]([F:18])=[CH:20][CH:21]=4)[NH:27][C:28](=[O:29])[NH:30][C:14]=3[CH3:15])=[O:17])[CH:9]=2)[NH:4][N:3]=1. (2) Given the reactants C1C=C(Cl)C=C(C(OO)=[O:9])C=1.[Br:12][C:13]1[CH:18]=[CH:17][CH:16]=[C:15]([Br:19])[C:14]=1[C:20]1[NH:21][C:22]2[C:23]([N:36]=1)=[C:24]1[C:29](=[C:30]3[CH:35]=[CH:34][CH:33]=[CH:32][C:31]=23)[N:28]=[CH:27][CH:26]=[CH:25]1, predict the reaction product. The product is: [Br:19][C:15]1[CH:16]=[CH:17][CH:18]=[C:13]([Br:12])[C:14]=1[C:20]1[NH:21][C:22]2[C:23]([N:36]=1)=[C:24]1[C:29](=[C:30]3[CH:35]=[CH:34][CH:33]=[CH:32][C:31]=23)[N+:28]([O-:9])=[CH:27][CH:26]=[CH:25]1. (3) The product is: [CH3:1][O:2][C:3]1[CH:4]=[C:5]([N:11]2[CH:16]=[C:15]([C:17]#[N:18])[C:14](=[O:19])[N:13]([CH2:22][C:23]3[CH:28]=[CH:27][CH:26]=[C:25]([C:29]([F:30])([F:31])[F:32])[C:24]=3[CH3:33])[C:12]2=[O:20])[CH:6]=[CH:7][C:8]=1[O:9][CH3:10]. Given the reactants [CH3:1][O:2][C:3]1[CH:4]=[C:5]([N:11]2[CH:16]=[C:15]([C:17]#[N:18])[C:14](=[O:19])[NH:13][C:12]2=[O:20])[CH:6]=[CH:7][C:8]=1[O:9][CH3:10].Br[CH2:22][C:23]1[CH:28]=[CH:27][CH:26]=[C:25]([C:29]([F:32])([F:31])[F:30])[C:24]=1[CH3:33].C(=O)([O-])[O-].[K+].[K+].[I-].[K+], predict the reaction product. (4) Given the reactants Cl.Cl.[Cl:3][C:4]1[C:18]([N:19]2[CH2:24][CH2:23][NH:22][CH2:21][CH2:20]2)=[CH:17][C:7]2[N:8]=[C:9]([S:11][CH:12]([CH2:15][CH3:16])[CH2:13][CH3:14])[NH:10][C:6]=2[CH:5]=1.[OH2:25].[O:26]1[CH2:30]C[CH2:28][CH2:27]1, predict the reaction product. The product is: [Cl:3][C:4]1[C:18]([N:19]2[CH2:20][CH2:21][N:22]([CH2:28][C:27]([O:26][CH3:30])=[O:25])[CH2:23][CH2:24]2)=[CH:17][C:7]2[N:8]=[C:9]([S:11][CH:12]([CH2:13][CH3:14])[CH2:15][CH3:16])[NH:10][C:6]=2[CH:5]=1. (5) Given the reactants C(OC([N:6]([C:18]([O:20][CH2:21][CH3:22])=[O:19])[C:7]1[C:12]([N+:13]([O-:15])=[O:14])=[CH:11][C:10](Br)=[CH:9][C:8]=1[F:17])=O)C.[F:23][C:24]1[CH:31]=[CH:30][C:27]([CH2:28][NH2:29])=[CH:26][CH:25]=1.C([O-])([O-])=O.[Cs+].[Cs+].CC1(C)C2C(=C(P(C3C=CC=CC=3)C3C=CC=CC=3)C=CC=2)OC2C(P(C3C=CC=CC=3)C3C=CC=CC=3)=CC=CC1=2, predict the reaction product. The product is: [F:17][C:8]1[CH:9]=[C:10]([NH:29][CH2:28][C:27]2[CH:30]=[CH:31][C:24]([F:23])=[CH:25][CH:26]=2)[CH:11]=[C:12]([N+:13]([O-:15])=[O:14])[C:7]=1[NH:6][C:18](=[O:19])[O:20][CH2:21][CH3:22]. (6) Given the reactants Br[C:2]1[CH:26]=[CH:25][C:5]([C:6]([NH:8][C:9]2[CH:14]=[CH:13][C:12]([C:15](=[O:24])[NH:16][C:17]3[CH:22]=[CH:21][C:20](Br)=[CH:19][N:18]=3)=[CH:11][N:10]=2)=[O:7])=[CH:4][N:3]=1, predict the reaction product. The product is: [CH2:2]([NH:3][C:2]1[CH:26]=[CH:25][C:5]([C:6]([NH:8][C:9]2[CH:14]=[CH:13][C:12]([C:15](=[O:24])[NH:16][C:17]3[CH:22]=[CH:21][C:20]([NH:8][CH2:6][CH2:5][CH3:4])=[CH:19][N:18]=3)=[CH:11][N:10]=2)=[O:7])=[CH:4][N:3]=1)[CH2:26][CH3:25].